From a dataset of Forward reaction prediction with 1.9M reactions from USPTO patents (1976-2016). Predict the product of the given reaction. (1) Given the reactants [O:1]=[C:2]1[NH:7][C:6](=[O:8])[C:5]([C:9]([O:11][CH2:12][CH3:13])=[O:10])=[CH:4][N:3]1[C:14]1[CH:19]=[CH:18][C:17]([N:20]2[CH2:24][CH2:23][NH:22][C:21]2=[O:25])=[CH:16][CH:15]=1.C(=O)([O-])[O-].[K+].[K+].[CH3:32][C:33]1[C:40]([C:41]([F:44])([F:43])[F:42])=[CH:39][CH:38]=[CH:37][C:34]=1[CH2:35]Br.[I-].[K+], predict the reaction product. The product is: [CH3:24][N:20]1[C:17]2[CH:16]=[CH:15][C:14]([N:3]3[CH:4]=[C:5]([C:9]([O:11][CH2:12][CH3:13])=[O:10])[C:6](=[O:8])[N:7]([CH2:35][C:34]4[CH:37]=[CH:38][CH:39]=[C:40]([C:41]([F:44])([F:43])[F:42])[C:33]=4[CH3:32])[C:2]3=[O:1])=[CH:19][C:18]=2[N:22]([CH3:23])[C:21]1=[O:25]. (2) Given the reactants [N+:1]([C:4]1[CH:9]=[CH:8][C:7]([C:10]([C:12]2[NH:13][CH:14]=[CH:15][CH:16]=2)=[O:11])=[CH:6][CH:5]=1)([O-])=O.[Sn](Cl)(Cl)(Cl)Cl, predict the reaction product. The product is: [NH2:1][C:4]1[CH:9]=[CH:8][C:7]([C:10]([C:12]2[NH:13][CH:14]=[CH:15][CH:16]=2)=[O:11])=[CH:6][CH:5]=1. (3) Given the reactants [C:1]1(C)[C:2]([S:7](Cl)(=[O:9])=[O:8])=[CH:3][CH:4]=[CH:5][CH:6]=1.[OH:12][CH2:13][C@H:14]1[O:19][CH2:18][CH2:17][N:16]([C:20]([O:22][C:23]([CH3:26])([CH3:25])[CH3:24])=[O:21])[CH2:15]1.[CH2:27](N(CC)CC)C, predict the reaction product. The product is: [S:7]([O:12][CH2:13][C@H:14]1[O:19][CH2:18][CH2:17][N:16]([C:20]([O:22][C:23]([CH3:26])([CH3:25])[CH3:24])=[O:21])[CH2:15]1)([C:2]1[CH:1]=[CH:6][C:5]([CH3:27])=[CH:4][CH:3]=1)(=[O:8])=[O:9].